Dataset: Full USPTO retrosynthesis dataset with 1.9M reactions from patents (1976-2016). Task: Predict the reactants needed to synthesize the given product. (1) Given the product [CH:3]1([CH:2]([C:5]2[CH:6]=[C:7]([CH:12]=[CH:13][CH:14]=2)[C:8]([O:10][CH3:11])=[O:9])[CH3:1])[CH2:16][CH2:4]1, predict the reactants needed to synthesize it. The reactants are: [CH3:1][CH:2]([C:5]1[CH:6]=[C:7]([CH:12]=[CH:13][CH:14]=1)[C:8]([O:10][CH3:11])=[O:9])[CH:3]=[CH2:4].I[CH2:16]Cl.C([Zn]CC)C. (2) Given the product [C:15]([C:4]1[CH:5]=[C:6]2[C:10](=[C:2]([C:23]3[CH:22]=[CH:21][C:20]([O:19][C:18]([F:17])([F:29])[F:30])=[CH:25][CH:24]=3)[CH:3]=1)[N:9]([CH3:11])[C:8]([C:12]([NH2:14])=[O:13])=[CH:7]2)#[N:16], predict the reactants needed to synthesize it. The reactants are: Br[C:2]1[CH:3]=[C:4]([C:15]#[N:16])[CH:5]=[C:6]2[C:10]=1[N:9]([CH3:11])[C:8]([C:12]([NH2:14])=[O:13])=[CH:7]2.[F:17][C:18]([F:30])([F:29])[O:19][C:20]1[CH:25]=[CH:24][C:23](B(O)O)=[CH:22][CH:21]=1. (3) The reactants are: [Br:1][C:2]1[C:3](=[O:30])[N:4]([CH2:19][C:20]2[CH:21]=[C:22]([CH:27]=[CH:28][CH:29]=2)[C:23]([O:25]C)=[O:24])[C:5]([CH3:18])=[CH:6][C:7]=1[O:8][CH2:9][C:10]1[CH:15]=[CH:14][C:13]([F:16])=[CH:12][C:11]=1[F:17].C[Si](C)(C)[O-].[K+]. Given the product [Br:1][C:2]1[C:3](=[O:30])[N:4]([CH2:19][C:20]2[CH:21]=[C:22]([CH:27]=[CH:28][CH:29]=2)[C:23]([OH:25])=[O:24])[C:5]([CH3:18])=[CH:6][C:7]=1[O:8][CH2:9][C:10]1[CH:15]=[CH:14][C:13]([F:16])=[CH:12][C:11]=1[F:17], predict the reactants needed to synthesize it. (4) Given the product [Na+:35].[CH:1]1([C:5]2[O:9][C:8]([NH:10][C:11]3[CH:12]=[CH:13][C:14]([C:17]4[CH:22]=[CH:21][C:20]([CH:23]5[O:28][CH2:27][CH:26]([CH2:29][C:30]([O-:32])=[O:31])[CH2:25][CH2:24]5)=[CH:19][CH:18]=4)=[CH:15][CH:16]=3)=[N:7][N:6]=2)[CH2:2][CH2:3][CH2:4]1, predict the reactants needed to synthesize it. The reactants are: [CH:1]1([C:5]2[O:9][C:8]([NH:10][C:11]3[CH:16]=[CH:15][C:14]([C:17]4[CH:22]=[CH:21][C:20]([CH:23]5[O:28][CH2:27][CH:26]([CH2:29][C:30]([O:32]C)=[O:31])[CH2:25][CH2:24]5)=[CH:19][CH:18]=4)=[CH:13][CH:12]=3)=[N:7][N:6]=2)[CH2:4][CH2:3][CH2:2]1.[OH-].[Na+:35].[Na]. (5) Given the product [F:1][C:2]1[CH:3]=[C:4]([C@H:9]2[N:14]([CH2:15][C:16]([OH:18])=[O:17])[C:13](=[O:21])[C:12]([CH3:22])([CH3:23])[C@@H:11]([OH:24])[CH2:10]2)[CH:5]=[C:6]([F:8])[CH:7]=1, predict the reactants needed to synthesize it. The reactants are: [F:1][C:2]1[CH:3]=[C:4]([C@H:9]2[N:14]([CH2:15][C:16]([O:18]CC)=[O:17])[C:13](=[O:21])[C:12]([CH3:23])([CH3:22])[C@@H:11]([OH:24])[CH2:10]2)[CH:5]=[C:6]([F:8])[CH:7]=1.Cl.